From a dataset of Forward reaction prediction with 1.9M reactions from USPTO patents (1976-2016). Predict the product of the given reaction. (1) Given the reactants [Cl:1][C:2]1[CH:7]=[C:6]([CH3:8])[C:5]([CH3:9])=[CH:4][C:3]=1[CH2:10][C:11]([N:13]([C:15]1([C:23]#N)[CH2:20][CH2:19][N:18]([O:21][CH3:22])[CH2:17][CH2:16]1)[CH3:14])=[O:12].S(=O)(=O)(O)[OH:26].[OH-].[Na+], predict the reaction product. The product is: [Cl:1][C:2]1[CH:7]=[C:6]([CH3:8])[C:5]([CH3:9])=[CH:4][C:3]=1[C:10]1[C:11](=[O:12])[N:13]([CH3:14])[C:15]2([CH2:20][CH2:19][N:18]([O:21][CH3:22])[CH2:17][CH2:16]2)[C:23]=1[OH:26]. (2) Given the reactants [Br:1][C:2]1[CH:7]=[CH:6][C:5]([C:8]([CH:11]2[CH2:13][CH2:12]2)(O)[CH3:9])=[CH:4][CH:3]=1.[SiH](CC)(CC)CC.C(O)(C(F)(F)F)=O, predict the reaction product. The product is: [Br:1][C:2]1[CH:7]=[CH:6][C:5]([CH:8]([CH:11]2[CH2:13][CH2:12]2)[CH3:9])=[CH:4][CH:3]=1. (3) Given the reactants N1(O[C:11]2[N:16]=[C:15]([NH:17][CH2:18][CH2:19][CH3:20])[C:14]([C:21]#[C:22][CH2:23][CH2:24][CH2:25][NH:26][C:27](=[O:39])[C@@H:28]([N:30]([CH3:38])[C:31](=[O:37])[O:32][C:33]([CH3:36])([CH3:35])[CH3:34])[CH3:29])=[CH:13][N:12]=2)C2C=CC=CC=2N=N1.[CH3:40][NH2:41], predict the reaction product. The product is: [CH3:38][N:30]([C@@H:28]([CH3:29])[C:27]([NH:26][CH2:25][CH2:24][CH2:23][C:22]#[C:21][C:14]1[C:15]([NH:17][CH2:18][CH2:19][CH3:20])=[N:16][C:11]([NH:41][CH3:40])=[N:12][CH:13]=1)=[O:39])[C:31](=[O:37])[O:32][C:33]([CH3:36])([CH3:34])[CH3:35]. (4) Given the reactants [Cl:1][C:2]1[CH:10]=[CH:9][C:8]([CH2:11][NH:12][C:13](=[O:18])[C:14]([CH3:17])([CH3:16])[CH3:15])=[CH:7][C:3]=1[C:4]([OH:6])=O.S(O)(O)(=O)=O.[NH2:24][C:25]1[NH:26][CH:27]=[CH:28][N:29]=1.F[B-](F)(F)F.N1(OC(N(C)C)=[N+](C)C)C2C=CC=CC=2N=N1.C(N(CC)C(C)C)(C)C, predict the reaction product. The product is: [Cl:1][C:2]1[CH:10]=[CH:9][C:8]([CH2:11][NH:12][C:13](=[O:18])[C:14]([CH3:17])([CH3:16])[CH3:15])=[CH:7][C:3]=1[C:4]([NH:24][C:25]1[NH:26][CH:27]=[CH:28][N:29]=1)=[O:6].